Dataset: Catalyst prediction with 721,799 reactions and 888 catalyst types from USPTO. Task: Predict which catalyst facilitates the given reaction. (1) Reactant: [ClH:1].C(OC([NH:9][CH2:10][CH2:11][CH2:12][C:13]([O:15][CH2:16][C:17]1[CH:22]=[C:21]([F:23])[C:20]([F:24])=[CH:19][C:18]=1[C:25]1[CH:26]=[C:27]2[C:32](=[CH:33][CH:34]=1)[N:31]=[C:30]([NH2:35])[N:29]=[C:28]2[C:36]([N:38]1[CH2:46][C:45]2[C:40](=[CH:41][CH:42]=[CH:43][CH:44]=2)[CH2:39]1)=[O:37])=[O:14])=O)(C)(C)C. Product: [ClH:1].[ClH:1].[NH2:9][CH2:10][CH2:11][CH2:12][C:13]([O:15][CH2:16][C:17]1[CH:22]=[C:21]([F:23])[C:20]([F:24])=[CH:19][C:18]=1[C:25]1[CH:26]=[C:27]2[C:32](=[CH:33][CH:34]=1)[N:31]=[C:30]([NH2:35])[N:29]=[C:28]2[C:36]([N:38]1[CH2:46][C:45]2[C:40](=[CH:41][CH:42]=[CH:43][CH:44]=2)[CH2:39]1)=[O:37])=[O:14]. The catalyst class is: 346. (2) Reactant: Br[C:2]1[CH:7]=[CH:6][N:5]=[C:4]2[N:8]([S:14]([C:17]3[CH:22]=[CH:21][CH:20]=[CH:19][CH:18]=3)(=[O:16])=[O:15])[C:9]([C:11]([CH3:13])=[CH2:12])=[CH:10][C:3]=12.[O-]P([O-])([O-])=O.[K+].[K+].[K+].[N:31]1([S:36]([C:39]2[CH:44]=[CH:43][C:42](B(O)O)=[CH:41][CH:40]=2)(=[O:38])=[O:37])[CH2:35][CH2:34][CH2:33][CH2:32]1. Product: [CH3:13][C:11]([C:9]1[N:8]([S:14]([C:17]2[CH:22]=[CH:21][CH:20]=[CH:19][CH:18]=2)(=[O:16])=[O:15])[C:4]2=[N:5][CH:6]=[CH:7][C:2]([C:42]3[CH:43]=[CH:44][C:39]([S:36]([N:31]4[CH2:32][CH2:33][CH2:34][CH2:35]4)(=[O:38])=[O:37])=[CH:40][CH:41]=3)=[C:3]2[CH:10]=1)=[CH2:12]. The catalyst class is: 38. (3) Product: [C:1](/[C:3](=[C:22](/[OH:27])\[CH2:23][CH2:24][C:25]#[CH:26])/[C:4]([NH:6][C:7]1[CH:8]=[CH:9][C:10]([O:11][CH2:12][CH2:13][CH2:14][CH2:15][CH2:16][C:17]([O:19][C:28]2[C:37]([F:38])=[C:35]([F:36])[C:33]([F:34])=[C:31]([F:32])[C:29]=2[F:30])=[O:18])=[CH:20][CH:21]=1)=[O:5])#[N:2]. Reactant: [C:1](/[C:3](=[C:22](/[OH:27])\[CH2:23][CH2:24][C:25]#[CH:26])/[C:4]([NH:6][C:7]1[CH:21]=[CH:20][C:10]([O:11][CH2:12][CH2:13][CH2:14][CH2:15][CH2:16][C:17]([OH:19])=[O:18])=[CH:9][CH:8]=1)=[O:5])#[N:2].[C:28]1(O)[C:37]([F:38])=[C:35]([F:36])[C:33]([F:34])=[C:31]([F:32])[C:29]=1[F:30].C1(N=C=NC2CCCCC2)CCCCC1. The catalyst class is: 12. (4) Reactant: [F:1][C:2]1[C:7]([F:8])=[CH:6][CH:5]=[CH:4][C:3]=1[CH2:9][C:10]([OH:12])=O.S(Cl)([Cl:15])=O.O. Product: [F:1][C:2]1[C:7]([F:8])=[CH:6][CH:5]=[CH:4][C:3]=1[CH2:9][C:10]([Cl:15])=[O:12]. The catalyst class is: 4. (5) Reactant: Br[C:2]1[S:6][C:5]([CH2:7][N:8]([CH3:16])[C:9](=[O:15])[O:10][C:11]([CH3:14])([CH3:13])[CH3:12])=[N:4][C:3]=1[C:17]1[C:18]([F:23])=[N:19][CH:20]=[CH:21][CH:22]=1.[C:24]1([SH:30])[CH:29]=[CH:28][CH:27]=[CH:26][CH:25]=1.C(N(C(C)C)C(C)C)C.C(=O)([O-])O.[Na+]. Product: [F:23][C:18]1[C:17]([C:3]2[N:4]=[C:5]([CH2:7][N:8]([CH3:16])[C:9](=[O:15])[O:10][C:11]([CH3:14])([CH3:13])[CH3:12])[S:6][C:2]=2[S:30][C:24]2[CH:29]=[CH:28][CH:27]=[CH:26][CH:25]=2)=[CH:22][CH:21]=[CH:20][N:19]=1. The catalyst class is: 101. (6) The catalyst class is: 4. Product: [CH3:20][S:21]([O:19][CH2:18][C:3]1[C:2]([F:1])=[CH:7][N:6]=[C:5]([C:8]2[CH:13]=[N:12][C:11]([C:14]([F:16])([F:17])[F:15])=[N:10][CH:9]=2)[CH:4]=1)(=[O:23])=[O:22]. Reactant: [F:1][C:2]1[C:3]([CH2:18][OH:19])=[CH:4][C:5]([C:8]2[CH:9]=[N:10][C:11]([C:14]([F:17])([F:16])[F:15])=[N:12][CH:13]=2)=[N:6][CH:7]=1.[CH3:20][S:21](Cl)(=[O:23])=[O:22].